Task: Predict which catalyst facilitates the given reaction.. Dataset: Catalyst prediction with 721,799 reactions and 888 catalyst types from USPTO (1) Reactant: Br[C:2]1[CH:12]=[C:11]([Cl:13])[C:5]2[O:6][CH2:7][C:8](=[O:10])[NH:9][C:4]=2[CH:3]=1.[CH:14]([O:16]CCCCO)=[CH2:15].C([O-])([O-])=O.[K+].[K+].CN(C=O)C. The catalyst class is: 6. Product: [C:14]([C:2]1[CH:12]=[C:11]([Cl:13])[C:5]2[O:6][CH2:7][C:8](=[O:10])[NH:9][C:4]=2[CH:3]=1)(=[O:16])[CH3:15]. (2) Reactant: [CH3:1][O:2][C:3](=[O:26])[CH:4]([C:18]1[CH:23]=[CH:22][C:21]([Cl:24])=[C:20]([Cl:25])[CH:19]=1)[CH2:5][CH:6]1[CH2:10][CH2:9][CH2:8][CH:7]1[O:11]C1CCCCO1.C1(C)C=CC(S([O-])(=O)=O)=CC=1.[NH+]1C=CC=CC=1. Product: [CH3:1][O:2][C:3](=[O:26])[CH:4]([C:18]1[CH:23]=[CH:22][C:21]([Cl:24])=[C:20]([Cl:25])[CH:19]=1)[CH2:5][CH:6]1[CH2:10][CH2:9][CH2:8][CH:7]1[OH:11]. The catalyst class is: 8. (3) Reactant: [P:1]([O-:6])([O-:5])([O:3][CH3:4])=[O:2].COC(=O)[O-].[CH3:12][NH+:13]1[CH2:17][CH:16]([CH3:18])[N:15]([CH3:19])[CH:14]1[CH3:20]. Product: [CH3:4][O:3][P:1]([O-:6])([O-:5])=[O:2].[CH3:12][NH+:13]1[CH2:17][CH:16]([CH3:18])[N:15]([CH3:19])[CH:14]1[CH3:20].[CH3:12][NH+:13]1[CH2:17][CH:16]([CH3:18])[N:15]([CH3:19])[CH:14]1[CH3:20]. The catalyst class is: 5. (4) Reactant: [CH3:1][O:2][CH2:3][CH2:4][NH:5][C:6]([C:8]1[CH:9]=[C:10]([CH:13]=[CH:14][CH:15]=1)[CH:11]=O)=[O:7].[C:16]([C:19]1[C:28](=[O:29])[C:27]2[C:22](=[CH:23][CH:24]=[CH:25][CH:26]=2)[N:21]([CH3:30])[CH:20]=1)(=[O:18])[CH3:17].[OH-].[K+]. Product: [CH3:1][O:2][CH2:3][CH2:4][NH:5][C:6]([C:8]1[CH:9]=[C:10]([CH:11]=[CH:17][C:16]([C:19]2[C:28](=[O:29])[C:27]3[C:22](=[CH:23][CH:24]=[CH:25][CH:26]=3)[N:21]([CH3:30])[CH:20]=2)=[O:18])[CH:13]=[CH:14][CH:15]=1)=[O:7]. The catalyst class is: 8. (5) Reactant: [Cl:1][CH:2]([C:14]1[CH:19]=[CH:18][CH:17]=[CH:16][CH:15]=1)[C:3]([C:5]1[C:13]2[C:8](=[CH:9][CH:10]=[CH:11][CH:12]=2)[NH:7][CH:6]=1)=[O:4].Br[CH2:21][CH2:22][O:23][CH3:24].[C:25](=[O:28])([O-])[O-].[K+].[K+]. Product: [Cl:1][CH:2]([C:14]1[CH:19]=[CH:18][CH:17]=[CH:16][CH:15]=1)[C:3]([C:5]1[C:13]2[C:8](=[CH:9][CH:10]=[CH:11][CH:12]=2)[N:7]([CH2:21][CH2:22][O:23][CH3:24])[CH:6]=1)=[O:4].[CH3:24][O:23][CH2:22][CH2:21][N:7]1[C:8]2[C:13](=[CH:12][CH:11]=[CH:10][CH:9]=2)[C:5]([C:3](=[O:4])[CH:2]([NH:7][C:8]2[CH:13]=[CH:12][CH:11]=[C:10]([O:28][CH3:25])[CH:9]=2)[C:14]2[CH:19]=[CH:18][CH:17]=[CH:16][CH:15]=2)=[CH:6]1. The catalyst class is: 3. (6) Reactant: FC(F)(F)C1C=CN=CC=1.[OH:11][CH:12]([C:14]1[N:19]=[C:18]([OH:20])[CH:17]=[C:16]([C:21]([F:24])([F:23])[F:22])[CH:15]=1)C.P(Br)(Br)(Br)=O. Product: [OH:20][C:18]1[N:19]=[C:14]([CH:12]=[O:11])[CH:15]=[C:16]([C:21]([F:24])([F:22])[F:23])[CH:17]=1. The catalyst class is: 11. (7) Reactant: [Cl:1][C:2]1[CH:3]=[N:4][C:5]2[C:10]([C:11]=1[CH:12]([F:36])[CH2:13][CH2:14][C:15]1([C:32]([O:34]C)=[O:33])[CH2:20][CH2:19][N:18]([CH2:21][CH2:22][S:23][C:24]3[CH:29]=[C:28]([F:30])[CH:27]=[CH:26][C:25]=3[F:31])[CH2:17][CH2:16]1)=[CH:9][C:8]([O:37][CH3:38])=[CH:7][CH:6]=2.[OH-].[Na+]. Product: [Cl:1][C:2]1[CH:3]=[N:4][C:5]2[C:10]([C:11]=1[CH:12]([F:36])[CH2:13][CH2:14][C:15]1([C:32]([OH:34])=[O:33])[CH2:16][CH2:17][N:18]([CH2:21][CH2:22][S:23][C:24]3[CH:29]=[C:28]([F:30])[CH:27]=[CH:26][C:25]=3[F:31])[CH2:19][CH2:20]1)=[CH:9][C:8]([O:37][CH3:38])=[CH:7][CH:6]=2. The catalyst class is: 169. (8) Reactant: [O:1]1[CH2:6][CH2:5][C:4]([C:12]([O:14]CC)=[O:13])([C:7]([O:9]CC)=[O:8])[CH2:3][CH2:2]1.Cl. Product: [O:1]1[CH2:2][CH2:3][C:4]([C:7]([OH:9])=[O:8])([C:12]([OH:14])=[O:13])[CH2:5][CH2:6]1. The catalyst class is: 74.